From a dataset of Reaction yield outcomes from USPTO patents with 853,638 reactions. Predict the reaction yield, written as a fraction of the theoretical maximum amount of product (1.0 means a 100% yield; for example, 0.34 means a 34% yield). (1) The reactants are [CH3:1][C:2]1[CH:15]=[C:5]2[C:6]([C@@H:10]3[CH2:12][C@H:11]3[CH:13]=O)=[CH:7][CH:8]=[CH:9][N:4]2[N:3]=1.[OH-:16].[Na+].Cl.[NH2:19]O. The catalyst is C(O)C.O. The product is [CH3:1][C:2]1[CH:15]=[C:5]2[C:6]([C@@H:10]3[CH2:12][C@H:11]3[CH:13]=[N:19][OH:16])=[CH:7][CH:8]=[CH:9][N:4]2[N:3]=1. The yield is 0.960. (2) The reactants are Cl[C:2]1[N:6]([CH2:7][CH2:8][CH2:9][C:10]([O:12][CH2:13][CH3:14])=[O:11])[C:5]2[C:15]([CH:20]([CH2:23][CH3:24])[CH2:21][CH3:22])=[CH:16][CH:17]=[C:18]([Cl:19])[C:4]=2[N:3]=1.[CH3:25][C:26]1[C:30]([NH2:31])=[C:29]([CH3:32])[O:28][N:27]=1.O.C1(C)C=CC(S(O)(=O)=O)=CC=1. The catalyst is CN1CCCC1=O.C(OCC)(=O)C. The product is [Cl:19][C:18]1[C:4]2[N:3]=[C:2]([NH:31][C:30]3[C:26]([CH3:25])=[N:27][O:28][C:29]=3[CH3:32])[N:6]([CH2:7][CH2:8][CH2:9][C:10]([O:12][CH2:13][CH3:14])=[O:11])[C:5]=2[C:15]([CH:20]([CH2:23][CH3:24])[CH2:21][CH3:22])=[CH:16][CH:17]=1. The yield is 0.500. (3) The reactants are [Br:1][C:2]1[CH:3]=[C:4]2[C:10]([I:11])=[CH:9][NH:8][C:5]2=[N:6][CH:7]=1.[H-].[Na+].[C:14]1([CH3:24])[CH:19]=[CH:18][C:17]([S:20](Cl)(=[O:22])=[O:21])=[CH:16][CH:15]=1.Cl. The catalyst is C1COCC1. The product is [Br:1][C:2]1[CH:3]=[C:4]2[C:10]([I:11])=[CH:9][N:8]([S:20]([C:17]3[CH:18]=[CH:19][C:14]([CH3:24])=[CH:15][CH:16]=3)(=[O:22])=[O:21])[C:5]2=[N:6][CH:7]=1. The yield is 0.810. (4) The reactants are C(OC([N:8]1[CH:12]=[C:11]([CH2:13][CH2:14][CH2:15][C:16](=[O:22])[NH:17][CH2:18][CH:19]([CH3:21])[CH3:20])[N:10]=[C:9]1[NH2:23])=O)(C)(C)C.C(O)(C(F)(F)F)=O.[Cl:31]CCl. No catalyst specified. The product is [ClH:31].[NH2:23][C:9]1[NH:8][CH:12]=[C:11]([CH2:13][CH2:14][CH2:15][C:16]([NH:17][CH2:18][CH:19]([CH3:21])[CH3:20])=[O:22])[N:10]=1. The yield is 0.970.